Predict the product of the given reaction. From a dataset of Forward reaction prediction with 1.9M reactions from USPTO patents (1976-2016). (1) Given the reactants [C:1]([O:4][CH2:5][C:6]1[NH:15][C:14](=O)[C:13]2[C:8](=[CH:9][CH:10]=[CH:11][CH:12]=2)[N:7]=1)(=[O:3])[CH3:2].CN(C)C1C=CC=CC=1.P(Cl)(Cl)([Cl:28])=O, predict the reaction product. The product is: [C:1]([O:4][CH2:5][C:6]1[N:15]=[C:14]([Cl:28])[C:13]2[C:8](=[CH:9][CH:10]=[CH:11][CH:12]=2)[N:7]=1)(=[O:3])[CH3:2]. (2) Given the reactants [CH2:1]([C:3]([CH2:8][OH:9])([CH2:6][OH:7])[CH2:4][CH3:5])[OH:2].[C:10]([OH:16])(=[O:15])[CH2:11][CH2:12][CH2:13][CH3:14].CCCCCCC.C1(C)C=CC(S(O)(=O)=O)=CC=1, predict the reaction product. The product is: [C:10]([OH:16])(=[O:15])[CH2:11][CH2:12][CH2:13][CH3:14].[C:10]([OH:16])(=[O:15])[CH2:11][CH2:12][CH2:13][CH3:14].[C:10]([OH:16])(=[O:15])[CH2:11][CH2:12][CH2:13][CH3:14].[CH2:1]([C:3]([CH2:8][OH:9])([CH2:6][OH:7])[CH2:4][CH3:5])[OH:2]. (3) Given the reactants [NH2:1][C:2]1[C:7]([F:8])=[C:6]([Cl:9])[N:5]=[C:4]([C:10]([O:12][CH3:13])=[O:11])[CH:3]=1.[I:14](O)(=O)(=O)=O.II, predict the reaction product. The product is: [NH2:1][C:2]1[C:7]([F:8])=[C:6]([Cl:9])[N:5]=[C:4]([C:10]([O:12][CH3:13])=[O:11])[C:3]=1[I:14].